From a dataset of TCR-epitope binding with 47,182 pairs between 192 epitopes and 23,139 TCRs. Binary Classification. Given a T-cell receptor sequence (or CDR3 region) and an epitope sequence, predict whether binding occurs between them. (1) The epitope is RLRPGGKKR. The TCR CDR3 sequence is CSAEPRELRGAEAFF. Result: 1 (the TCR binds to the epitope). (2) The epitope is RLRAEAQVK. The TCR CDR3 sequence is CATGHSNQPQHF. Result: 1 (the TCR binds to the epitope). (3) The epitope is EHPTFTSQYRIQGKL. The TCR CDR3 sequence is CASNGVTSNYGYTF. Result: 0 (the TCR does not bind to the epitope). (4) The epitope is YLQPRTFLL. The TCR CDR3 sequence is CATGSANTGELFF. Result: 1 (the TCR binds to the epitope). (5) The epitope is GVAMPNLYK. The TCR CDR3 sequence is CASSLMGRYTDTQYF. Result: 0 (the TCR does not bind to the epitope). (6) The epitope is TPINLVRDL. The TCR CDR3 sequence is CSVVGTGDTYEQYF. Result: 1 (the TCR binds to the epitope). (7) The epitope is YLNTLTLAV. The TCR CDR3 sequence is CASGLLDTSYGYTF. Result: 0 (the TCR does not bind to the epitope). (8) The epitope is RQLLFVVEV. The TCR CDR3 sequence is CASSTNRARDSPLHF. Result: 1 (the TCR binds to the epitope).